From a dataset of Catalyst prediction with 721,799 reactions and 888 catalyst types from USPTO. Predict which catalyst facilitates the given reaction. (1) Reactant: F[C:2]1[C:11]2[N:10]=[CH:9][CH:8]=[CH:7][C:6]=2[C:5]([S:12](Cl)(=[O:14])=[O:13])=[CH:4][CH:3]=1.[CH3:16][O:17][C:18]1[CH:19]=[C:20]([CH:24]=[CH:25][CH:26]=1)[CH2:21][NH:22][CH3:23].CCN(C(C)C)C(C)C.FC1C(S(N)(=O)=O)=NC2C(C=1)=CC=CC=2.[CH3:51][C:52]([CH3:55])([O-:54])[CH3:53].[K+]. Product: [C:52]([O:54][C:2]1[C:11]2[N:10]=[CH:9][CH:8]=[CH:7][C:6]=2[C:5]([S:12]([N:22]([CH2:21][C:20]2[CH:24]=[CH:25][CH:26]=[C:18]([O:17][CH3:16])[CH:19]=2)[CH3:23])(=[O:14])=[O:13])=[CH:4][CH:3]=1)([CH3:55])([CH3:53])[CH3:51]. The catalyst class is: 677. (2) The catalyst class is: 522. Product: [NH2:1][C:4]1[C:5]([C:10]([OH:12])=[O:11])=[N:6][CH:7]=[CH:8][CH:9]=1. Reactant: [N+:1]([C:4]1[C:5]([C:10]([OH:12])=[O:11])=[N:6][CH:7]=[CH:8][CH:9]=1)([O-])=O.C(=O)([O-])O.[Na+].[H][H].Cl.